From a dataset of Catalyst prediction with 721,799 reactions and 888 catalyst types from USPTO. Predict which catalyst facilitates the given reaction. Reactant: Br[CH2:2][CH2:3][CH:4]([N:6]1[C:10]2[CH:11]=[CH:12][CH:13]=[CH:14][C:9]=2[N:8]([C:15]2[CH:20]=[CH:19][CH:18]=[CH:17][C:16]=2[F:21])[S:7]1(=[O:23])=[O:22])[CH3:5].C1(=O)[NH:28][C:27](=O)C2=CC=CC=C12.[K].CNN. Product: [F:21][C:16]1[CH:17]=[CH:18][CH:19]=[CH:20][C:15]=1[N:8]1[C:9]2[CH:14]=[CH:13][CH:12]=[CH:11][C:10]=2[N:6]([CH:4]([CH3:5])[CH2:3][CH2:2][NH:28][CH3:27])[S:7]1(=[O:22])=[O:23]. The catalyst class is: 508.